From a dataset of Forward reaction prediction with 1.9M reactions from USPTO patents (1976-2016). Predict the product of the given reaction. The product is: [C:27]([NH:1][CH2:2][C:3]1[CH:4]=[CH:5][C:6]([NH:9]/[C:10](=[C:17]2\[C:18](=[O:26])[NH:19][C:20]3[C:25]\2=[CH:24][CH:23]=[CH:22][CH:21]=3)/[C:11]2[CH:16]=[CH:15][CH:14]=[CH:13][CH:12]=2)=[CH:7][CH:8]=1)(=[O:29])[CH3:28]. Given the reactants [NH2:1][CH2:2][C:3]1[CH:8]=[CH:7][C:6]([NH:9]/[C:10](=[C:17]2\[C:18](=[O:26])[NH:19][C:20]3[C:25]\2=[CH:24][CH:23]=[CH:22][CH:21]=3)/[C:11]2[CH:16]=[CH:15][CH:14]=[CH:13][CH:12]=2)=[CH:5][CH:4]=1.[C:27](OC(=O)C)(=[O:29])[CH3:28], predict the reaction product.